Regression. Given a peptide amino acid sequence and an MHC pseudo amino acid sequence, predict their binding affinity value. This is MHC class I binding data. From a dataset of Peptide-MHC class I binding affinity with 185,985 pairs from IEDB/IMGT. (1) The peptide sequence is ALMRWRHPR. The MHC is HLA-B44:02 with pseudo-sequence HLA-B44:02. The binding affinity (normalized) is 0.0847. (2) The peptide sequence is ELCEGTTVV. The MHC is HLA-A02:01 with pseudo-sequence HLA-A02:01. The binding affinity (normalized) is 0.536. (3) The peptide sequence is TFLESSFDIK. The MHC is HLA-A03:01 with pseudo-sequence HLA-A03:01. The binding affinity (normalized) is 0.149. (4) The peptide sequence is SWPDGAEL. The MHC is Mamu-A01 with pseudo-sequence Mamu-A01. The binding affinity (normalized) is 0.322. (5) The peptide sequence is FMYALSRAF. The MHC is HLA-C06:02 with pseudo-sequence HLA-C06:02. The binding affinity (normalized) is 0.614. (6) The peptide sequence is KSTVKLVQR. The MHC is HLA-A03:01 with pseudo-sequence HLA-A03:01. The binding affinity (normalized) is 0.103. (7) The peptide sequence is GHMMVIFRL. The MHC is HLA-B18:01 with pseudo-sequence HLA-B18:01. The binding affinity (normalized) is 0.0847. (8) The peptide sequence is SRSKPAAMY. The MHC is HLA-A26:02 with pseudo-sequence HLA-A26:02. The binding affinity (normalized) is 0.0847.